This data is from Full USPTO retrosynthesis dataset with 1.9M reactions from patents (1976-2016). The task is: Predict the reactants needed to synthesize the given product. (1) Given the product [C:1]([O:5][C:6]([N:8]1[CH2:15][CH:14]2[N:16]([C:17]([O:19][C:20]([CH3:23])([CH3:22])[CH3:21])=[O:18])[CH:10]([CH2:11][C:12]([C:27]3[O:28][CH:29]=[C:30]([CH2:32][CH2:33][CH2:34][O:35][Si:36]([C:39]([CH3:42])([CH3:41])[CH3:40])([CH3:38])[CH3:37])[N:31]=3)=[C:13]2[C:24](=[O:25])[N:46]([CH:43]2[CH2:44][CH2:45]2)[CH2:47][C:48]2[CH:53]=[CH:52][CH:51]=[C:50]([Cl:54])[C:49]=2[Cl:55])[CH2:9]1)=[O:7])([CH3:2])([CH3:3])[CH3:4], predict the reactants needed to synthesize it. The reactants are: [C:1]([O:5][C:6]([N:8]1[CH2:15][CH:14]2[N:16]([C:17]([O:19][C:20]([CH3:23])([CH3:22])[CH3:21])=[O:18])[CH:10]([CH2:11][C:12]([C:27]3[O:28][CH:29]=[C:30]([CH2:32][CH2:33][CH2:34][O:35][Si:36]([C:39]([CH3:42])([CH3:41])[CH3:40])([CH3:38])[CH3:37])[N:31]=3)=[C:13]2[C:24](O)=[O:25])[CH2:9]1)=[O:7])([CH3:4])([CH3:3])[CH3:2].[CH:43]1([NH:46][CH2:47][C:48]2[CH:53]=[CH:52][CH:51]=[C:50]([Cl:54])[C:49]=2[Cl:55])[CH2:45][CH2:44]1.CCN(C(C)C)C(C)C.C1C=CC2N(O)N=NC=2C=1.CCN=C=NCCCN(C)C.Cl. (2) Given the product [C:25]([O:29][C:30](=[O:31])[NH:32][C@H:33]1[CH2:37][C@H:36]([O:38][C:39]2[C:48]3[C:43](=[CH:44][C:45]([O:49][CH3:50])=[CH:46][CH:47]=3)[N:42]=[C:41]([C:51]3[CH:52]=[CH:53][CH:54]=[CH:55][CH:56]=3)[CH:40]=2)[CH2:35][C@H:34]1[C:57](=[O:59])[NH:67][C@:68]1([C:73]([NH:75][S:76]([C:79]2[CH:84]=[CH:83][CH:82]=[C:81]([O:85][CH2:86][C:87]3[CH:92]=[CH:91][CH:90]=[CH:89][CH:88]=3)[CH:80]=2)(=[O:78])=[O:77])=[O:74])[CH2:70][C@H:69]1[CH:71]=[CH2:72])([CH3:27])([CH3:26])[CH3:28], predict the reactants needed to synthesize it. The reactants are: CN(C(ON1N=NC2C=CC=CC1=2)=[N+](C)C)C.F[P-](F)(F)(F)(F)F.[C:25]([O:29][C:30]([NH:32][C@H:33]1[CH2:37][C@H:36]([O:38][C:39]2[C:48]3[C:43](=[CH:44][C:45]([O:49][CH3:50])=[CH:46][CH:47]=3)[N:42]=[C:41]([C:51]3[CH:56]=[CH:55][CH:54]=[CH:53][CH:52]=3)[CH:40]=2)[CH2:35][C@H:34]1[C:57]([OH:59])=O)=[O:31])([CH3:28])([CH3:27])[CH3:26].FC(F)(F)C(O)=O.[NH2:67][C@:68]1([C:73]([NH:75][S:76]([C:79]2[CH:84]=[CH:83][CH:82]=[C:81]([O:85][CH2:86][C:87]3[CH:92]=[CH:91][CH:90]=[CH:89][CH:88]=3)[CH:80]=2)(=[O:78])=[O:77])=[O:74])[CH2:70][C@H:69]1[CH:71]=[CH2:72].CCN(C(C)C)C(C)C.